From a dataset of Forward reaction prediction with 1.9M reactions from USPTO patents (1976-2016). Predict the product of the given reaction. (1) Given the reactants [CH3:1][C:2]1[CH:11]=[CH:10][C:9]([CH3:12])=[C:8]2[C:3]=1[CH2:4][CH2:5][C:6](B(O)O)=[CH:7]2.[Cl:16][C:17]1[CH:18]=[C:19]([CH2:23][N:24]2[CH:28]=[CH:27][N:26]=[C:25]2[CH3:29])[N:20]=[N:21][CH:22]=1, predict the reaction product. The product is: [ClH:16].[CH3:1][C:2]1[CH:11]=[CH:10][C:9]([CH3:12])=[C:8]2[C:3]=1[CH2:4][CH2:5][C:6]([C:17]1[CH:18]=[C:19]([CH2:23][N:24]3[CH:28]=[CH:27][N:26]=[C:25]3[CH3:29])[N:20]=[N:21][CH:22]=1)=[CH:7]2. (2) Given the reactants [Br:1][C:2]1[N:7]=[C:6]([NH:8][CH:9]([C:11]2[C:12]([F:22])=[C:13]3[C:18](=[CH:19][C:20]=2[F:21])[N:17]=[CH:16][CH:15]=[CH:14]3)[CH3:10])[C:5]([NH2:23])=[N:4][CH:3]=1.[N:24]([O-])=O.[Na+], predict the reaction product. The product is: [Br:1][C:2]1[N:7]=[C:6]2[N:8]([CH:9]([C:11]3[C:12]([F:22])=[C:13]4[C:18](=[CH:19][C:20]=3[F:21])[N:17]=[CH:16][CH:15]=[CH:14]4)[CH3:10])[N:24]=[N:23][C:5]2=[N:4][CH:3]=1. (3) Given the reactants C(OC(=O)[NH:10][C:11]1[CH:16]=[CH:15][C:14]([C:17](=[O:48])[CH2:18][N:19]2[C:23]3[CH:24]=[CH:25][CH:26]=[CH:27][C:22]=3[N:21]=[C:20]2[C:28]2[C:32]([NH:33][C:34](=[O:47])[CH2:35][NH:36]C(OCC3C=CC=CC=3)=O)=[N:31][O:30][N:29]=2)=[CH:13][CH:12]=1)C1C=CC=CC=1.[ClH:50].O1CCOCC1, predict the reaction product. The product is: [ClH:50].[NH2:36][CH2:35][C:34]([NH:33][C:32]1[C:28]([C:20]2[N:19]([CH2:18][C:17]([C:14]3[CH:15]=[CH:16][C:11]([NH2:10])=[CH:12][CH:13]=3)=[O:48])[C:23]3[CH:24]=[CH:25][CH:26]=[CH:27][C:22]=3[N:21]=2)=[N:29][O:30][N:31]=1)=[O:47]. (4) Given the reactants [C:1]([C:3]1[CH:4]=[C:5]([CH:9]=[CH:10][CH:11]=1)[C:6](Cl)=[O:7])#[CH:2].[C:12]1([NH:18][C:19]2[CH:24]=[CH:23][CH:22]=[CH:21][CH:20]=2)[CH:17]=[CH:16][CH:15]=[CH:14][CH:13]=1, predict the reaction product. The product is: [C:1]([C:3]1[CH:4]=[C:5]([CH:9]=[CH:10][CH:11]=1)[C:6]([N:18]([C:19]1[CH:20]=[CH:21][CH:22]=[CH:23][CH:24]=1)[C:12]1[CH:17]=[CH:16][CH:15]=[CH:14][CH:13]=1)=[O:7])#[CH:2]. (5) Given the reactants [Br:1][C:2]1[CH:7]=[CH:6][C:5]([N:8]2[CH:12]=[C:11]([C:13](=O)[CH2:14][C:15](=[O:20])[C:16]([F:19])([F:18])[F:17])[N:10]=[C:9]2[C:22]2[CH:27]=[CH:26][CH:25]=[CH:24][C:23]=2[Cl:28])=[C:4]([Cl:29])[CH:3]=1.Cl.[NH2:31]O, predict the reaction product. The product is: [Br:1][C:2]1[CH:7]=[CH:6][C:5]([N:8]2[CH:12]=[C:11]([C:13]3[CH:14]=[C:15]([C:16]([F:18])([F:19])[F:17])[O:20][N:31]=3)[N:10]=[C:9]2[C:22]2[CH:27]=[CH:26][CH:25]=[CH:24][C:23]=2[Cl:28])=[C:4]([Cl:29])[CH:3]=1. (6) Given the reactants C(=O)([O-])[O-].[K+].[K+].[Br:7][CH2:8][CH2:9]Br.[CH2:11]([O:18][C:19]1[CH:46]=[C:45]([OH:47])[CH:44]=[CH:43][C:20]=1[C:21]([NH:23][C:24]1[CH:36]=[C:35]([C:37]2[CH:42]=[CH:41][CH:40]=[CH:39][CH:38]=2)[CH:34]=[CH:33][C:25]=1[C:26]([O:28][C:29]([CH3:32])([CH3:31])[CH3:30])=[O:27])=[O:22])[C:12]1[CH:17]=[CH:16][CH:15]=[CH:14][CH:13]=1.C(O)(=O)CC(CC(O)=O)(C(O)=O)O, predict the reaction product. The product is: [CH2:11]([O:18][C:19]1[CH:46]=[C:45]([O:47][CH2:9][CH2:8][Br:7])[CH:44]=[CH:43][C:20]=1[C:21]([NH:23][C:24]1[CH:36]=[C:35]([C:37]2[CH:42]=[CH:41][CH:40]=[CH:39][CH:38]=2)[CH:34]=[CH:33][C:25]=1[C:26]([O:28][C:29]([CH3:32])([CH3:31])[CH3:30])=[O:27])=[O:22])[C:12]1[CH:17]=[CH:16][CH:15]=[CH:14][CH:13]=1. (7) Given the reactants [OH:1][C:2]1[CH:11]=[CH:10][C:5]([C:6]([NH:8][NH2:9])=[O:7])=[CH:4][CH:3]=1.[C:12]1([CH3:20])[CH:17]=[CH:16][CH:15]=[C:14]([CH:18]=O)[CH:13]=1, predict the reaction product. The product is: [CH3:20][C:12]1[CH:13]=[C:14]([CH:15]=[CH:16][CH:17]=1)[CH:18]=[N:9][NH:8][C:6](=[O:7])[C:5]1[CH:10]=[CH:11][C:2]([OH:1])=[CH:3][CH:4]=1. (8) Given the reactants Br[C:2]1[CH:7]=[C:6]([NH:8][C:9]2[CH:14]=[CH:13][CH:12]=[CH:11][CH:10]=2)[C:5](Br)=[CH:4][C:3]=1[NH:16][C:17]1[CH:22]=[CH:21][CH:20]=[CH:19][CH:18]=1.[O:23]1[CH:27]=[CH:26][CH:25]=[C:24]1B(O)O.[C:31](=[O:34])([O-])[O-].[Cs+].[Cs+].[OH-].[Na+].[C:39]1(C)[CH:44]=CC=C[CH:40]=1, predict the reaction product. The product is: [O:23]1[CH:27]=[CH:26][CH:25]=[C:24]1[C:2]1[CH:7]=[C:6]([NH:8][C:9]2[CH:14]=[CH:13][CH:12]=[CH:11][CH:10]=2)[C:5]([C:40]2[O:34][CH:31]=[CH:44][CH:39]=2)=[CH:4][C:3]=1[NH:16][C:17]1[CH:22]=[CH:21][CH:20]=[CH:19][CH:18]=1. (9) Given the reactants [NH2:1][C:2]1[C:6]2[C:7]([C:19]3[CH:24]=[CH:23][C:22]([O:25][C:26]4[CH:31]=[CH:30][CH:29]=[CH:28][CH:27]=4)=[CH:21][CH:20]=3)=[N:8][CH:9]=[C:10]([C:11]3[CH:12]=[C:13]([CH:16]=[CH:17][CH:18]=3)[CH:14]=O)[C:5]=2[NH:4][N:3]=1.[C:32]([CH2:34][C:35]([N:37]([CH3:39])[CH3:38])=[O:36])#[N:33], predict the reaction product. The product is: [NH2:1][C:2]1[C:6]2[C:7]([C:19]3[CH:24]=[CH:23][C:22]([O:25][C:26]4[CH:27]=[CH:28][CH:29]=[CH:30][CH:31]=4)=[CH:21][CH:20]=3)=[N:8][CH:9]=[C:10]([C:11]3[CH:12]=[C:13]([CH:14]=[C:34]([C:32]#[N:33])[C:35]([N:37]([CH3:39])[CH3:38])=[O:36])[CH:16]=[CH:17][CH:18]=3)[C:5]=2[NH:4][N:3]=1.